From a dataset of Full USPTO retrosynthesis dataset with 1.9M reactions from patents (1976-2016). Predict the reactants needed to synthesize the given product. (1) Given the product [CH:1]([O:4][C:5]1[C:10]([CH2:11][NH:12][C:13]([NH:14][C:15]2[CH:16]=[CH:17][C:18]([CH2:19][NH:20][S:21](=[O:22])(=[O:23])[NH2:24])=[CH:32][CH:33]=2)=[O:34])=[CH:9][CH:8]=[C:7]([C:35]([F:38])([F:37])[F:36])[N:6]=1)([CH3:3])[CH3:2], predict the reactants needed to synthesize it. The reactants are: [CH:1]([O:4][C:5]1[C:10]([CH2:11][NH:12][C:13](=[O:34])[NH:14][C:15]2[CH:33]=[CH:32][C:18]([CH2:19][NH:20][S:21]([NH:24]C(=O)OC(C)(C)C)(=[O:23])=[O:22])=[CH:17][CH:16]=2)=[CH:9][CH:8]=[C:7]([C:35]([F:38])([F:37])[F:36])[N:6]=1)([CH3:3])[CH3:2].C(=O)(O)[O-].[Na+]. (2) Given the product [C:2]([C:3](=[O:5])[CH:4]=[CH:14][C:11]1[CH:12]=[CH:13][N:8]=[CH:9][CH:10]=1)([CH3:7])([CH3:6])[CH3:1], predict the reactants needed to synthesize it. The reactants are: [CH3:1][C:2]([CH3:7])([CH3:6])[C:3](=[O:5])[CH3:4].[N:8]1[CH:13]=[CH:12][C:11]([CH:14]=O)=[CH:10][CH:9]=1.C(O)C.[OH-].[Na+].